Dataset: M1 muscarinic receptor antagonist screen with 61,756 compounds. Task: Binary Classification. Given a drug SMILES string, predict its activity (active/inactive) in a high-throughput screening assay against a specified biological target. (1) The compound is O=C1N(C(\C(C1=O)=C(/O)c1cc2OCCOc2cc1)c1ccc(OC)cc1)CCCN(C)C. The result is 0 (inactive). (2) The molecule is N1(CCN(CC1)c1ncccn1)Cc1c2c([nH]c1)cccc2. The result is 0 (inactive). (3) The drug is O1CCC(CC1)(C(=O)N1CCCC1)c1cc(OC)c(OC)cc1. The result is 0 (inactive).